Task: Predict the product of the given reaction.. Dataset: Forward reaction prediction with 1.9M reactions from USPTO patents (1976-2016) (1) Given the reactants [Cl:1][C:2]1[CH:7]=[CH:6][C:5]([C:8]2[C:16]3[C:11](=[N:12][CH:13]=[N:14][C:15]=3[NH2:17])[NH:10][N:9]=2)=[CH:4][CH:3]=1.N1[CH:23]=[CH:22][CH:21]=[CH:20][CH:19]=1.CS(Cl)(=O)=O.[C:29]([O-])(O)=O.[Na+].[CH3:34][N:35]([CH:37]=[O:38])C, predict the reaction product. The product is: [NH2:17][C:15]1[N:14]=[CH:13][N:12]=[C:11]2[N:10]([C:37]([NH:35][CH2:34][C:19]3[CH:29]=[CH:23][CH:22]=[CH:21][CH:20]=3)=[O:38])[N:9]=[C:8]([C:5]3[CH:6]=[CH:7][C:2]([Cl:1])=[CH:3][CH:4]=3)[C:16]=12. (2) Given the reactants [NH2:1][C:2]1[C:3]([OH:12])=[C:4]([CH:9]=[CH:10][CH:11]=1)[C:5]([O:7][CH3:8])=[O:6].N1C=CC=CC=1.[F:19][C:20]1[CH:28]=[C:27]([C:29]2[CH:34]=[CH:33][N:32]=[CH:31][CH:30]=2)[CH:26]=[CH:25][C:21]=1[C:22](Cl)=[O:23], predict the reaction product. The product is: [F:19][C:20]1[CH:28]=[C:27]([C:29]2[CH:34]=[CH:33][N:32]=[CH:31][CH:30]=2)[CH:26]=[CH:25][C:21]=1[C:22]([NH:1][C:2]1[C:3]([OH:12])=[C:4]([CH:9]=[CH:10][CH:11]=1)[C:5]([O:7][CH3:8])=[O:6])=[O:23]. (3) Given the reactants [N+:1]([C:4]1[CH:5]=[CH:6][C:7]([C:23]([N:25]2[CH2:30][CH2:29][CH2:28][CH2:27][CH2:26]2)=[O:24])=[C:8]([NH:10][S:11]([C:14]2[C:19]3=[N:20][S:21][N:22]=[C:18]3[CH:17]=[CH:16][CH:15]=2)(=[O:13])=[O:12])[CH:9]=1)([O-])=O.O.O.Cl[Sn]Cl, predict the reaction product. The product is: [NH2:1][C:4]1[CH:5]=[CH:6][C:7]([C:23]([N:25]2[CH2:26][CH2:27][CH2:28][CH2:29][CH2:30]2)=[O:24])=[C:8]([NH:10][S:11]([C:14]2[C:19]3=[N:20][S:21][N:22]=[C:18]3[CH:17]=[CH:16][CH:15]=2)(=[O:13])=[O:12])[CH:9]=1. (4) Given the reactants [CH3:1][S:2]([NH:5][C:6]1[CH:11]=[CH:10][C:9](B(O)O)=[CH:8][CH:7]=1)(=[O:4])=[O:3].I[C:16]1[C:24]2[C:19](=[N:20][CH:21]=[N:22][C:23]=2[NH2:25])[N:18]([CH:26]([CH3:28])[CH3:27])[N:17]=1.C([O-])([O-])=O.[Na+].[Na+], predict the reaction product. The product is: [NH2:25][C:23]1[N:22]=[CH:21][N:20]=[C:19]2[N:18]([CH:26]([CH3:28])[CH3:27])[N:17]=[C:16]([C:9]3[CH:10]=[CH:11][C:6]([NH:5][S:2]([CH3:1])(=[O:4])=[O:3])=[CH:7][CH:8]=3)[C:24]=12. (5) Given the reactants CS([C:5]1[N:10]=[CH:9][C:8]([C:11]#[C:12][C:13]2[CH:18]=[CH:17][CH:16]=[CH:15][CH:14]=2)=[CH:7][N:6]=1)(=O)=O.[CH:19]1([NH2:24])[CH2:23][CH2:22][CH2:21][CH2:20]1.CCN(CC)CC, predict the reaction product. The product is: [CH:19]1([NH:24][C:5]2[N:10]=[CH:9][C:8]([C:11]#[C:12][C:13]3[CH:18]=[CH:17][CH:16]=[CH:15][CH:14]=3)=[CH:7][N:6]=2)[CH2:23][CH2:22][CH2:21][CH2:20]1. (6) The product is: [CH:1]12[N:8]([C:9]3[CH:10]=[C:11]([CH2:16][N:17]([CH3:19])[CH3:18])[N:12]=[C:13]([C:34]4[CH:40]=[CH:39][C:37]([NH2:38])=[CH:36][CH:35]=4)[N:14]=3)[CH:5]([CH2:6][CH2:7]1)[CH2:4][O:3][CH2:2]2. Given the reactants [CH:1]12[N:8]([C:9]3[N:14]=[C:13](Cl)[N:12]=[C:11]([CH2:16][N:17]([CH3:19])[CH3:18])[CH:10]=3)[CH:5]([CH2:6][CH2:7]1)[CH2:4][O:3][CH2:2]2.C(=O)([O-])[O-].[Na+].[Na+].CC1(C)C(C)(C)OB([C:34]2[CH:40]=[CH:39][C:37]([NH2:38])=[CH:36][CH:35]=2)O1, predict the reaction product. (7) Given the reactants [NH2:1][C:2]1[CH:7]=[CH:6][C:5]([CH2:8][CH2:9][O:10][C:11](=[O:13])[CH3:12])=[CH:4][C:3]=1[N+:14]([O-])=O, predict the reaction product. The product is: [NH2:14][C:3]1[CH:4]=[C:5]([CH2:8][CH2:9][O:10][C:11](=[O:13])[CH3:12])[CH:6]=[CH:7][C:2]=1[NH2:1]. (8) Given the reactants [NH2:1][C:2]1[CH:7]=[C:6]([Cl:8])[CH:5]=[CH:4][C:3]=1[OH:9].C(N(CC)CC)C.[C:17](Cl)(=[O:19])[CH3:18], predict the reaction product. The product is: [Cl:8][C:6]1[CH:5]=[CH:4][C:3]([OH:9])=[C:2]([NH:1][C:17](=[O:19])[CH3:18])[CH:7]=1. (9) Given the reactants [CH2:1]([C@H:3]([NH:10][C:11]([C:13]1[C:22]2[C:17](=[CH:18][CH:19]=[CH:20][CH:21]=2)[N:16]=[C:15]([C:23]2[CH:28]=[CH:27][CH:26]=[CH:25][CH:24]=2)[C:14]=1[NH2:29])=[O:12])[C:4]1[CH:9]=[CH:8][CH:7]=[CH:6][CH:5]=1)[CH3:2].[C:30](OC(=O)C)(=[O:32])[CH3:31], predict the reaction product. The product is: [CH2:1]([C@H:3]([NH:10][C:11]([C:13]1[C:22]2[C:17](=[CH:18][CH:19]=[CH:20][CH:21]=2)[N:16]=[C:15]([C:23]2[CH:24]=[CH:25][CH:26]=[CH:27][CH:28]=2)[C:14]=1[NH:29][C:30](=[O:32])[CH3:31])=[O:12])[C:4]1[CH:5]=[CH:6][CH:7]=[CH:8][CH:9]=1)[CH3:2]. (10) The product is: [C:11]([Si:15]([CH3:42])([CH3:41])[O:16][C:17]1[CH:18]=[CH:19][C:20]([C:23]2[C:27]([C:28]3[CH:33]=[CH:32][CH:31]=[CH:30][CH:29]=3)=[C:26]([C:34]3([C:37](=[O:40])[CH2:38][CH3:39])[CH2:36][CH2:35]3)[O:25][N:24]=2)=[CH:21][CH:22]=1)([CH3:12])([CH3:14])[CH3:13]. Given the reactants C(Cl)(=O)C(Cl)=O.CS(C)=O.[C:11]([Si:15]([CH3:42])([CH3:41])[O:16][C:17]1[CH:22]=[CH:21][C:20]([C:23]2[C:27]([C:28]3[CH:33]=[CH:32][CH:31]=[CH:30][CH:29]=3)=[C:26]([C:34]3([CH:37]([OH:40])[CH2:38][CH3:39])[CH2:36][CH2:35]3)[O:25][N:24]=2)=[CH:19][CH:18]=1)([CH3:14])([CH3:13])[CH3:12].C(N(CC)CC)C, predict the reaction product.